The task is: Regression. Given a peptide amino acid sequence and an MHC pseudo amino acid sequence, predict their binding affinity value. This is MHC class I binding data.. This data is from Peptide-MHC class I binding affinity with 185,985 pairs from IEDB/IMGT. The peptide sequence is LYSILSPFLP. The MHC is HLA-A11:01 with pseudo-sequence HLA-A11:01. The binding affinity (normalized) is 0.0589.